This data is from Catalyst prediction with 721,799 reactions and 888 catalyst types from USPTO. The task is: Predict which catalyst facilitates the given reaction. (1) Reactant: C[O:2][C:3](=[O:37])[CH2:4][CH2:5][C:6]1[CH:11]=[CH:10][C:9]([O:12][CH2:13][CH2:14][CH:15]([O:17][C:18]2[CH:23]=[CH:22][C:21]([O:24][C:25]([F:28])([F:27])[F:26])=[CH:20][C:19]=2[C:29]([C:31]2[S:32][CH:33]=[CH:34][CH:35]=2)=[O:30])[CH3:16])=[CH:8][C:7]=1[CH3:36].[OH-].[Na+].Cl. Product: [CH3:36][C:7]1[CH:8]=[C:9]([O:12][CH2:13][CH2:14][CH:15]([O:17][C:18]2[CH:23]=[CH:22][C:21]([O:24][C:25]([F:27])([F:28])[F:26])=[CH:20][C:19]=2[C:29]([C:31]2[S:32][CH:33]=[CH:34][CH:35]=2)=[O:30])[CH3:16])[CH:10]=[CH:11][C:6]=1[CH2:5][CH2:4][C:3]([OH:37])=[O:2]. The catalyst class is: 24. (2) Reactant: [NH2:1][C:2]1[CH:11]=[CH:10][C:5]([C:6]([O:8][CH3:9])=[O:7])=[CH:4][C:3]=1[NH:12][CH2:13][C:14]([OH:17])([CH3:16])[CH3:15].[Br:18]Br. Product: [NH2:1][C:2]1[C:3]([NH:12][CH2:13][C:14]([OH:17])([CH3:15])[CH3:16])=[CH:4][C:5]([C:6]([O:8][CH3:9])=[O:7])=[CH:10][C:11]=1[Br:18]. The catalyst class is: 2. (3) The catalyst class is: 645. Reactant: [CH3:1][C:2]1[C:14]([CH:15]([CH2:21][CH2:22][CH3:23])[C:16]([O:18]CC)=[O:17])=[C:13]([C:24]2[CH:29]=[CH:28][C:27]([CH3:30])=[CH:26][CH:25]=2)[C:12]2[C:11]3[CH2:10][CH2:9][N:8]([CH3:31])[CH2:7][C:6]=3[S:5][C:4]=2[N:3]=1.[OH-].[Na+]. Product: [CH3:1][C:2]1[C:14]([CH:15]([CH2:21][CH2:22][CH3:23])[C:16]([OH:18])=[O:17])=[C:13]([C:24]2[CH:29]=[CH:28][C:27]([CH3:30])=[CH:26][CH:25]=2)[C:12]2[C:11]3[CH2:10][CH2:9][N:8]([CH3:31])[CH2:7][C:6]=3[S:5][C:4]=2[N:3]=1. (4) Reactant: [Br:1][C:2]1[S:3][C:4]([Cl:11])=[C:5]([C:7]([O:9]C)=[O:8])[N:6]=1.O[Li].O. Product: [Br:1][C:2]1[S:3][C:4]([Cl:11])=[C:5]([C:7]([OH:9])=[O:8])[N:6]=1. The catalyst class is: 87. (5) Reactant: [C:1]([O:5][C:6]([NH:8][C:9]1[S:10][CH:11]=[C:12]([CH2:14][CH2:15][N:16]([C:24]2[CH:29]=[CH:28][C:27]([N+:30]([O-])=O)=[CH:26][CH:25]=2)[C:17](=[O:23])[O:18][C:19]([CH3:22])([CH3:21])[CH3:20])[N:13]=1)=[O:7])([CH3:4])([CH3:3])[CH3:2].[H][H]. Product: [NH2:30][C:27]1[CH:28]=[CH:29][C:24]([N:16]([C:17]([O:18][C:19]([CH3:22])([CH3:21])[CH3:20])=[O:23])[CH2:15][CH2:14][C:12]2[N:13]=[C:9]([NH:8][C:6](=[O:7])[O:5][C:1]([CH3:4])([CH3:3])[CH3:2])[S:10][CH:11]=2)=[CH:25][CH:26]=1. The catalyst class is: 19. (6) Reactant: [CH2:1]([O:9][CH2:10][C:11]12[CH2:17][CH:14]([CH2:15][CH2:16]1)[CH:13]=[CH:12]2)[CH2:2][CH2:3][CH2:4][CH2:5][CH2:6][CH2:7][CH3:8].C(OO)(=[O:20])C.O. Product: [CH2:1]([O:9][CH2:10][C:11]12[CH2:17][CH:14]([CH2:15][CH2:16]1)[CH:13]1[CH:12]2[O:20]1)[CH2:2][CH2:3][CH2:4][CH2:5][CH2:6][CH2:7][CH3:8]. The catalyst class is: 2. (7) Reactant: I[C:2]1[CH:3]=[C:4]([OH:8])[CH:5]=[CH:6][CH:7]=1.[Cl:9][C:10]1[S:14][C:13](B(O)O)=[CH:12][CH:11]=1.C([O-])([O-])=O.[Na+].[Na+]. Product: [Cl:9][C:10]1[S:14][C:13]([C:2]2[CH:3]=[C:4]([OH:8])[CH:5]=[CH:6][CH:7]=2)=[CH:12][CH:11]=1. The catalyst class is: 108. (8) Reactant: [CH2:1]([C:3]1[CH:22]=[CH:21][CH:20]=[C:19]([CH3:23])[C:4]=1[CH2:5][NH:6][C:7]1[C:8]2[N:9]([N:15]=[C:16]([CH3:18])[N:17]=2)[CH:10]=[C:11]([CH2:13]O)[CH:12]=1)[CH3:2].S(Cl)([Cl:26])=O.C1(C)C=CC=CC=1. Product: [ClH:26].[CH2:1]([C:3]1[CH:22]=[CH:21][CH:20]=[C:19]([CH3:23])[C:4]=1[CH2:5][NH:6][C:7]1[C:8]2[N:9]([N:15]=[C:16]([CH3:18])[N:17]=2)[CH:10]=[C:11]([CH2:13][Cl:26])[CH:12]=1)[CH3:2]. The catalyst class is: 4.